From a dataset of NCI-60 drug combinations with 297,098 pairs across 59 cell lines. Regression. Given two drug SMILES strings and cell line genomic features, predict the synergy score measuring deviation from expected non-interaction effect. (1) Drug 1: CCCS(=O)(=O)NC1=C(C(=C(C=C1)F)C(=O)C2=CNC3=C2C=C(C=N3)C4=CC=C(C=C4)Cl)F. Drug 2: CN1C2=C(C=C(C=C2)N(CCCl)CCCl)N=C1CCCC(=O)O.Cl. Cell line: HL-60(TB). Synergy scores: CSS=2.75, Synergy_ZIP=2.43, Synergy_Bliss=-1.03, Synergy_Loewe=-15.1, Synergy_HSA=-12.5. (2) Synergy scores: CSS=26.4, Synergy_ZIP=2.25, Synergy_Bliss=1.76, Synergy_Loewe=-0.0229, Synergy_HSA=-0.831. Cell line: NCI-H460. Drug 2: CC(C)CN1C=NC2=C1C3=CC=CC=C3N=C2N. Drug 1: C1CC(C1)(C(=O)O)C(=O)O.[NH2-].[NH2-].[Pt+2].